From a dataset of Catalyst prediction with 721,799 reactions and 888 catalyst types from USPTO. Predict which catalyst facilitates the given reaction. (1) Reactant: [CH2:1]([O:8][C@@H:9]1[C@@H:14]([CH2:15][OH:16])[O:13][CH:12]=[CH:11][C@H:10]1[OH:17])[C:2]1[CH:7]=[CH:6][CH:5]=[CH:4][CH:3]=1.N1C=CC=CC=1.[C:24](Cl)(=[O:26])[CH3:25]. Product: [C:24]([O:16][CH2:15][C@H:14]1[O:13][CH:12]=[CH:11][C@@H:10]([OH:17])[C@@H:9]1[O:8][CH2:1][C:2]1[CH:3]=[CH:4][CH:5]=[CH:6][CH:7]=1)(=[O:26])[CH3:25]. The catalyst class is: 4. (2) Reactant: [F:1][C:2]1[CH:7]=[CH:6][C:5]([O:8][CH3:9])=[CH:4][C:3]=1[C:10]1[CH:15]=[CH:14][C:13]([O:16][CH2:17][C:18]2[CH:23]=[CH:22][C:21]([O:24][CH3:25])=[CH:20][CH:19]=2)=[CH:12][C:11]=1[C:26](=[O:30])[CH:27]([CH3:29])[CH3:28].[CH3:31][Si]([N-][Si](C)(C)C)(C)C.[Li+].I[CH2:42][CH2:43]C. Product: [F:1][C:2]1[CH:7]=[CH:6][C:5]([O:8][CH3:9])=[CH:4][C:3]=1[C:10]1[CH:15]=[CH:14][C:13]([O:16][CH2:17][C:18]2[CH:23]=[CH:22][C:21]([O:24][CH3:25])=[CH:20][CH:19]=2)=[CH:12][C:11]=1[C:26](=[O:30])[C:27]([CH3:31])([CH3:28])[CH2:29][CH2:42][CH3:43]. The catalyst class is: 1. (3) Reactant: [CH3:1][N:2]([CH3:17])[CH2:3][CH2:4][NH:5][C:6]([C:8]1[C:13]([NH2:14])=[N:12][C:11]([NH2:15])=[C:10]([Cl:16])[N:9]=1)=[O:7].[Br:18][CH2:19][CH2:20][CH2:21][C:22]1[CH:27]=[CH:26][C:25]([O:28][CH3:29])=[CH:24][CH:23]=1. Product: [Br-:18].[NH2:14][C:13]1[C:8]([C:6]([NH:5][CH2:4][CH2:3][N+:2]([CH2:19][CH2:20][CH2:21][C:22]2[CH:23]=[CH:24][C:25]([O:28][CH3:29])=[CH:26][CH:27]=2)([CH3:17])[CH3:1])=[O:7])=[N:9][C:10]([Cl:16])=[C:11]([NH2:15])[N:12]=1. The catalyst class is: 21. (4) The catalyst class is: 1. Reactant: [CH3:1][C:2]1[N:3]=[C:4]2[CH:9]=[CH:8][C:7]([N:10]3[CH:15]=[CH:14][C:13]([OH:16])=[CH:12][C:11]3=[O:17])=[CH:6][N:5]2[C:18]=1[CH3:19].[Cl:20][C:21]1[S:25][C:24]([CH2:26]O)=[CH:23][CH:22]=1.C(P(CCCC)CCCC)CCC.N(C(N1CCCCC1)=O)=NC(N1CCCCC1)=O. Product: [Cl:20][C:21]1[S:25][C:24]([CH2:26][O:16][C:13]2[CH:14]=[CH:15][N:10]([C:7]3[CH:8]=[CH:9][C:4]4[N:5]([C:18]([CH3:19])=[C:2]([CH3:1])[N:3]=4)[CH:6]=3)[C:11](=[O:17])[CH:12]=2)=[CH:23][CH:22]=1. (5) Reactant: [C:1]([OH:20])(=[O:19])[CH2:2][CH2:3][CH2:4][CH2:5][CH2:6][CH2:7][CH2:8]/[CH:9]=[CH:10]\[CH2:11][CH2:12][CH2:13][CH2:14][CH2:15][CH2:16][CH2:17][CH3:18].[NH3:21]. Product: [C:1]([O-:20])(=[O:19])[CH2:2][CH2:3][CH2:4][CH2:5][CH2:6][CH2:7][CH2:8]/[CH:9]=[CH:10]\[CH2:11][CH2:12][CH2:13][CH2:14][CH2:15][CH2:16][CH2:17][CH3:18].[NH4+:21]. The catalyst class is: 6.